Dataset: Peptide-MHC class I binding affinity with 185,985 pairs from IEDB/IMGT. Task: Regression. Given a peptide amino acid sequence and an MHC pseudo amino acid sequence, predict their binding affinity value. This is MHC class I binding data. (1) The peptide sequence is TVFRNQNRV. The MHC is HLA-A02:01 with pseudo-sequence HLA-A02:01. The binding affinity (normalized) is 0.0847. (2) The peptide sequence is KEKGGLEGL. The MHC is HLA-B51:01 with pseudo-sequence HLA-B51:01. The binding affinity (normalized) is 0. (3) The peptide sequence is GKMDHVMAK. The MHC is HLA-A68:01 with pseudo-sequence HLA-A68:01. The binding affinity (normalized) is 0.481. (4) The peptide sequence is WFFDLPLPW. The MHC is HLA-A24:02 with pseudo-sequence HLA-A24:02. The binding affinity (normalized) is 0.618. (5) The peptide sequence is ATIMPHNLY. The binding affinity (normalized) is 0.0847. The MHC is HLA-A24:03 with pseudo-sequence HLA-A24:03. (6) The peptide sequence is ETAIRAGYSI. The MHC is HLA-A02:06 with pseudo-sequence HLA-A02:06. The binding affinity (normalized) is 0.0955.